Dataset: Reaction yield outcomes from USPTO patents with 853,638 reactions. Task: Predict the reaction yield, written as a fraction of the theoretical maximum amount of product (1.0 means a 100% yield; for example, 0.34 means a 34% yield). (1) The reactants are [C:1]([O:5][C:6]([C:8]1[CH:9]=[C:10]([CH:13]=[CH:14][CH:15]=1)[CH:11]=O)=[O:7])([CH3:4])([CH3:3])[CH3:2].[Cl:16][C:17]1[CH:18]=[C:19]([CH:28]=[CH:29][C:30]=1[Cl:31])[CH2:20][N:21]1[C:25](=[O:26])[CH2:24][S:23][C:22]1=[O:27]. The catalyst is C(O)(=O)C.N1CCCCC1.C1(C)C=CC=CC=1. The product is [C:1]([O:5][C:6]([C:8]1[CH:9]=[C:10]([CH:13]=[CH:14][CH:15]=1)[CH:11]=[C:24]1[S:23][C:22](=[O:27])[N:21]([CH2:20][C:19]2[CH:28]=[CH:29][C:30]([Cl:31])=[C:17]([Cl:16])[CH:18]=2)[C:25]1=[O:26])=[O:7])([CH3:4])([CH3:3])[CH3:2]. The yield is 0.782. (2) The reactants are [CH3:1][O:2][C:3]([C:5]1[C:6]2[CH:7](O)[C:8]([CH3:24])([CH3:23])[CH:9]([C:16]3[CH:21]=[CH:20][CH:19]=[C:18]([Br:22])[CH:17]=3)[NH:10][C:11]=2[C:12]([F:15])=[CH:13][CH:14]=1)=[O:4].C([SiH](CC)CC)C. The catalyst is FC(F)(F)C(O)=O. The product is [CH3:1][O:2][C:3]([C:5]1[C:6]2[CH2:7][C:8]([CH3:24])([CH3:23])[CH:9]([C:16]3[CH:21]=[CH:20][CH:19]=[C:18]([Br:22])[CH:17]=3)[NH:10][C:11]=2[C:12]([F:15])=[CH:13][CH:14]=1)=[O:4]. The yield is 0.500. (3) The reactants are Cl.[CH2:2]([O:9][C:10]1[CH:19]=[C:18]2[C:13]([C:14]([Cl:20])=[N:15][CH:16]=[N:17]2)=[CH:12][C:11]=1[O:21][CH3:22])[C:3]1[CH:8]=[CH:7][CH:6]=[CH:5][CH:4]=1.[Br:23][C:24]1[CH:30]=[CH:29][C:27]([NH2:28])=[C:26]([F:31])[CH:25]=1. The catalyst is CC(O)C. The product is [ClH:20].[CH2:2]([O:9][C:10]1[CH:19]=[C:18]2[C:13]([C:14]([NH:28][C:27]3[CH:29]=[CH:30][C:24]([Br:23])=[CH:25][C:26]=3[F:31])=[N:15][CH:16]=[N:17]2)=[CH:12][C:11]=1[O:21][CH3:22])[C:3]1[CH:8]=[CH:7][CH:6]=[CH:5][CH:4]=1. The yield is 0.780. (4) The reactants are [CH3:1][C:2]1[C:7]2[CH:8]([C:11]3[CH:16]=[CH:15][C:14]([CH3:17])=[CH:13][CH:12]=3)[CH2:9][O:10][C:6]=2[C:5]([CH3:18])=[C:4]([CH3:19])[C:3]=1[NH2:20].C([O:24][CH2:25][CH3:26])(=O)C. No catalyst specified. The product is [CH3:1][C:2]([CH3:7])([CH3:3])[CH2:26][C:25]([NH:20][C:3]1[C:4]([CH3:19])=[C:5]([CH3:18])[C:6]2[O:10][CH2:9][CH:8]([C:11]3[CH:16]=[CH:15][C:14]([CH3:17])=[CH:13][CH:12]=3)[C:7]=2[C:2]=1[CH3:1])=[O:24]. The yield is 0.800. (5) The reactants are C(=O)(O)[O-].[Na+].[CH3:6][O:7][C:8](=[O:18])[CH2:9][CH2:10][CH2:11][CH2:12][CH2:13][CH2:14][C:15]([OH:17])=[O:16].Br[CH2:20][C:21]([C:23]1[CH:28]=[CH:27][CH:26]=[CH:25][CH:24]=1)=[O:22]. The catalyst is O.CO.CC(C)=O. The product is [O:22]=[C:21]([C:23]1[CH:28]=[CH:27][CH:26]=[CH:25][CH:24]=1)[CH2:20][O:17][C:15](=[O:16])[CH2:14][CH2:13][CH2:12][CH2:11][CH2:10][CH2:9][C:8]([O:7][CH3:6])=[O:18]. The yield is 0.900. (6) The reactants are [NH2:1][CH2:2][CH2:3][O:4][CH2:5][CH2:6][O:7][CH2:8][CH2:9][O:10][CH2:11][CH2:12][O:13][C:14]1[CH:19]=[CH:18][C:17]([NH:20][C:21]2[N:26]=[C:25]([NH:27][CH2:28][CH2:29][CH2:30][N:31]([CH3:38])[C:32]([CH:34]3[CH2:37][CH2:36][CH2:35]3)=[O:33])[C:24]([Br:39])=[CH:23][N:22]=2)=[CH:16][CH:15]=1.[O:40]=[C:41]1[CH:46]([N:47]2[C:55](=[O:56])[C:54]3[C:49](=[CH:50][CH:51]=[CH:52][C:53]=3F)[C:48]2=[O:58])[CH2:45][CH2:44][C:43](=[O:59])[NH:42]1.C(N(C(C)C)C(C)C)C. The catalyst is CN(C)C=O. The product is [Br:39][C:24]1[C:25]([NH:27][CH2:28][CH2:29][CH2:30][N:31]([CH3:38])[C:32]([CH:34]2[CH2:37][CH2:36][CH2:35]2)=[O:33])=[N:26][C:21]([NH:20][C:17]2[CH:18]=[CH:19][C:14]([O:13][CH2:12][CH2:11][O:10][CH2:9][CH2:8][O:7][CH2:6][CH2:5][O:4][CH2:3][CH2:2][NH:1][C:50]3[CH:51]=[CH:52][CH:53]=[C:54]4[C:49]=3[C:48](=[O:58])[N:47]([CH:46]3[CH2:45][CH2:44][C:43](=[O:59])[NH:42][C:41]3=[O:40])[C:55]4=[O:56])=[CH:15][CH:16]=2)=[N:22][CH:23]=1. The yield is 0.400. (7) The product is [Cl:28][CH2:27][CH2:26][CH2:25][O:1][C:2]1[CH:3]=[CH:4][C:5]([C:8]2[CH:13]=[CH:12][C:11]([C:14]([O:16][CH3:17])=[O:15])=[CH:10][CH:9]=2)=[CH:6][CH:7]=1. The reactants are [OH:1][C:2]1[CH:7]=[CH:6][C:5]([C:8]2[CH:13]=[CH:12][C:11]([C:14]([O:16][CH3:17])=[O:15])=[CH:10][CH:9]=2)=[CH:4][CH:3]=1.C([O-])([O-])=O.[K+].[K+].Br[CH2:25][CH2:26][CH2:27][Cl:28]. The yield is 0.920. The catalyst is CC(=O)CC.C(OCC)(=O)C. (8) The reactants are [C:1]([N:8]1[CH2:13][CH2:12][CH:11]([CH:14]=[N:15][C:16]2[CH:31]=[CH:30][C:29]([F:32])=[CH:28][C:17]=2[C:18]([NH:20][C:21]2[CH:26]=[CH:25][C:24]([Cl:27])=[CH:23][N:22]=2)=[O:19])[CH2:10][CH2:9]1)([O:3][C:4]([CH3:7])([CH3:6])[CH3:5])=[O:2].[B-][N+](C)(C)C. The catalyst is C(O)(=O)C. The product is [C:1]([N:8]1[CH2:13][CH2:12][CH:11]([CH2:14][NH:15][C:16]2[CH:31]=[CH:30][C:29]([F:32])=[CH:28][C:17]=2[C:18]([NH:20][C:21]2[CH:26]=[CH:25][C:24]([Cl:27])=[CH:23][N:22]=2)=[O:19])[CH2:10][CH2:9]1)([O:3][C:4]([CH3:6])([CH3:7])[CH3:5])=[O:2]. The yield is 0.970. (9) The reactants are C(OC([N:8]1[C@@H:13]([C:14]2[CH:19]=[C:18]([F:20])[C:17]([F:21])=[C:16]([F:22])[CH:15]=2)[CH2:12][O:11][CH2:10][C@H:9]1[CH2:23][CH2:24][CH2:25][C:26]([OH:28])=[O:27])=O)(C)(C)C.[ClH:29]. The catalyst is COCCOC. The product is [ClH:29].[F:22][C:16]1[CH:15]=[C:14]([C@@H:13]2[NH:8][C@H:9]([CH2:23][CH2:24][CH2:25][C:26]([OH:28])=[O:27])[CH2:10][O:11][CH2:12]2)[CH:19]=[C:18]([F:20])[C:17]=1[F:21]. The yield is 0.625.